From a dataset of Reaction yield outcomes from USPTO patents with 853,638 reactions. Predict the reaction yield, written as a fraction of the theoretical maximum amount of product (1.0 means a 100% yield; for example, 0.34 means a 34% yield). The reactants are [CH2:1]([O:8][C:9]1[CH:14]=[CH:13][C:12]([C@@H:15]([OH:34])[CH2:16][NH:17][C:18]([CH3:33])([CH3:32])[CH2:19][CH2:20][N:21]2[CH:25]=[C:24]([C:26]3[CH:31]=[CH:30][CH:29]=[CH:28][CH:27]=3)[N:23]=[CH:22]2)=[CH:11][C:10]=1[N+:35]([O-])=O)[C:2]1[CH:7]=[CH:6][CH:5]=[CH:4][CH:3]=1.[H][H]. The catalyst is O1CCCC1.C1(C)C=CC=CC=1.[Pt](=O)=O. The product is [NH2:35][C:10]1[CH:11]=[C:12]([C@@H:15]([OH:34])[CH2:16][NH:17][C:18]([CH3:32])([CH3:33])[CH2:19][CH2:20][N:21]2[CH:25]=[C:24]([C:26]3[CH:31]=[CH:30][CH:29]=[CH:28][CH:27]=3)[N:23]=[CH:22]2)[CH:13]=[CH:14][C:9]=1[O:8][CH2:1][C:2]1[CH:3]=[CH:4][CH:5]=[CH:6][CH:7]=1. The yield is 0.990.